From a dataset of Full USPTO retrosynthesis dataset with 1.9M reactions from patents (1976-2016). Predict the reactants needed to synthesize the given product. (1) Given the product [CH2:2]([O:3][C:4]([C:6]1[CH:12]=[C:11]([C:10]([OH:14])=[O:13])[O:8][N:7]=1)=[O:5])[CH3:1], predict the reactants needed to synthesize it. The reactants are: [CH3:1][CH2:2][O:3][C:4](/[C:6](/Cl)=[N:7]\[OH:8])=[O:5].[C:10]([OH:14])(=[O:13])[C:11]#[CH:12].C(N(CC)CC)C. (2) Given the product [CH3:23][N:22]1[C:18]([C:16]([NH:15][C:13]2[CH:14]=[C:9]([CH:10]=[CH:11][C:12]=2[F:25])[O:8][C:5]2[CH:4]=[CH:3][C:2]([NH:1][C:27]([NH:26][C:29](=[O:30])[O:31][CH2:32][CH3:33])=[S:28])=[N:7][CH:6]=2)=[O:17])=[CH:19][C:20]([CH3:24])=[N:21]1, predict the reactants needed to synthesize it. The reactants are: [NH2:1][C:2]1[N:7]=[CH:6][C:5]([O:8][C:9]2[CH:10]=[CH:11][C:12]([F:25])=[C:13]([NH:15][C:16]([C:18]3[N:22]([CH3:23])[N:21]=[C:20]([CH3:24])[CH:19]=3)=[O:17])[CH:14]=2)=[CH:4][CH:3]=1.[N:26]([C:29]([O:31][CH2:32][CH3:33])=[O:30])=[C:27]=[S:28].